This data is from Catalyst prediction with 721,799 reactions and 888 catalyst types from USPTO. The task is: Predict which catalyst facilitates the given reaction. (1) Reactant: [OH:1][CH2:2][C@H:3]1[CH2:8][CH2:7][CH2:6][CH2:5][N:4]1C(OC(C)(C)C)=O.[ClH:16]. Product: [ClH:16].[NH:4]1[CH2:5][CH2:6][CH2:7][CH2:8][C@@H:3]1[CH2:2][OH:1]. The catalyst class is: 12. (2) Reactant: Br[C:2]1[CH:7]=[CH:6][C:5]([C:8]2[C:12]3[CH2:13][C:14]4[S:15][CH:16]=[CH:17][C:18]=4[C:11]=3[N:10]([CH2:19][O:20][CH2:21][CH2:22][Si:23]([CH3:26])([CH3:25])[CH3:24])[N:9]=2)=[CH:4][CH:3]=1.[C:27]([NH2:30])(=[O:29])[CH3:28].C([O-])([O-])=O.[Cs+].[Cs+].CC1(C)C2C(=C(P(C3C=CC=CC=3)C3C=CC=CC=3)C=CC=2)OC2C(P(C3C=CC=CC=3)C3C=CC=CC=3)=CC=CC1=2. Product: [CH3:24][Si:23]([CH3:26])([CH3:25])[CH2:22][CH2:21][O:20][CH2:19][N:10]1[C:11]2[C:18]3[CH:17]=[CH:16][S:15][C:14]=3[CH2:13][C:12]=2[C:8]([C:5]2[CH:6]=[CH:7][C:2]([NH:30][C:27](=[O:29])[CH3:28])=[CH:3][CH:4]=2)=[N:9]1. The catalyst class is: 231. (3) Reactant: [O:1]1[C:10]2[CH:9]=[C:8]([CH:11]=[O:12])[N:7]=[CH:6][C:5]=2[O:4][CH2:3][CH2:2]1.[CH3:13][Si:14]([CH2:17][Mg]Cl)([CH3:16])[CH3:15].CCOCC. Product: [O:1]1[C:10]2[CH:9]=[C:8]([CH:11]([OH:12])[CH2:13][Si:14]([CH3:17])([CH3:16])[CH3:15])[N:7]=[CH:6][C:5]=2[O:4][CH2:3][CH2:2]1. The catalyst class is: 7. (4) Reactant: [Br:1][C:2]1[CH:7]=[C:6]([CH:8]([CH3:10])[CH3:9])[CH:5]=[CH:4][C:3]=1[NH:11][C:12]1[N:13]=[C:14]([CH3:25])[C:15]2[CH2:20][CH2:19][N:18]([CH2:21][CH2:22][O:23][CH3:24])[C:16]=2[N:17]=1.I[CH2:27][CH3:28].[H-].[Na+].[OH-].[Na+]. Product: [Br:1][C:2]1[CH:7]=[C:6]([CH:8]([CH3:10])[CH3:9])[CH:5]=[CH:4][C:3]=1[N:11]([CH2:27][CH3:28])[C:12]1[N:13]=[C:14]([CH3:25])[C:15]2[CH2:20][CH2:19][N:18]([CH2:21][CH2:22][O:23][CH3:24])[C:16]=2[N:17]=1. The catalyst class is: 54. (5) Reactant: Br[C:2]1[CH:13]=[CH:12][C:5]([C:6]([NH:8][CH:9]2[CH2:11][CH2:10]2)=[O:7])=[C:4]([CH3:14])[CH:3]=1.[B:15]1([B:15]2[O:19][C:18]([CH3:21])([CH3:20])[C:17]([CH3:23])([CH3:22])[O:16]2)[O:19][C:18]([CH3:21])([CH3:20])[C:17]([CH3:23])([CH3:22])[O:16]1.CC([O-])=O.[K+]. Product: [CH:9]1([NH:8][C:6](=[O:7])[C:5]2[CH:12]=[CH:13][C:2]([B:15]3[O:19][C:18]([CH3:21])([CH3:20])[C:17]([CH3:23])([CH3:22])[O:16]3)=[CH:3][C:4]=2[CH3:14])[CH2:11][CH2:10]1. The catalyst class is: 173. (6) Reactant: Cl.[N+:2]([C:5]1[CH:6]=[C:7]([NH:11][C:12]2([C:18]([O:20][CH3:21])=[O:19])[CH2:17][CH2:16][NH:15][CH2:14][CH2:13]2)[CH:8]=[CH:9][CH:10]=1)([O-:4])=[O:3].C(N(CC)CC)C.[C:29](O[C:29]([O:31][C:32]([CH3:35])([CH3:34])[CH3:33])=[O:30])([O:31][C:32]([CH3:35])([CH3:34])[CH3:33])=[O:30]. Product: [C:32]([O:31][C:29]([N:15]1[CH2:14][CH2:13][C:12]([NH:11][C:7]2[CH:8]=[CH:9][CH:10]=[C:5]([N+:2]([O-:4])=[O:3])[CH:6]=2)([C:18]([O:20][CH3:21])=[O:19])[CH2:17][CH2:16]1)=[O:30])([CH3:35])([CH3:34])[CH3:33]. The catalyst class is: 30. (7) Reactant: Br.Br[C:3]1[CH:8]=[CH:7][N:6]=[CH:5][C:4]=1[C:9]([F:12])([F:11])[F:10].C([O-])(=[O:15])C.[K+].C(=O)([O-])[O-].[Na+].[Na+]. Product: [F:10][C:9]([F:12])([F:11])[C:4]1[CH:5]=[N:6][CH:7]=[CH:8][C:3]=1[OH:15]. The catalyst class is: 86. (8) Reactant: Br[CH2:2]/[CH:3]=[CH:4]/[CH2:5][O:6][CH2:7][C@H:8]1[CH2:13][CH2:12][C@H:11]([CH2:14][N:15]([CH3:29])[S:16]([C:19]2[CH:24]=[CH:23][C:22]([C:25]([F:28])([F:27])[F:26])=[CH:21][CH:20]=2)(=[O:18])=[O:17])[CH2:10][CH2:9]1.[NH:30]1[CH2:35][CH2:34][CH2:33][CH2:32][CH2:31]1. Product: [CH3:29][N:15]([CH2:14][C@H:11]1[CH2:12][CH2:13][C@H:8]([CH2:7][O:6][CH2:5]/[CH:4]=[CH:3]/[CH2:2][N:30]2[CH2:35][CH2:34][CH2:33][CH2:32][CH2:31]2)[CH2:9][CH2:10]1)[S:16]([C:19]1[CH:24]=[CH:23][C:22]([C:25]([F:28])([F:27])[F:26])=[CH:21][CH:20]=1)(=[O:18])=[O:17]. The catalyst class is: 80.